From a dataset of Full USPTO retrosynthesis dataset with 1.9M reactions from patents (1976-2016). Predict the reactants needed to synthesize the given product. (1) Given the product [ClH:18].[CH2:1]([N:8]1[C:16]2[C:11](=[CH:12][C:13]([NH:17][C:19]3[C:20]4[CH:28]=[C:27]([Cl:29])[N:26]=[CH:25][C:21]=4[N:22]=[CH:23][N:24]=3)=[CH:14][CH:15]=2)[CH:10]=[N:9]1)[C:2]1[CH:3]=[CH:4][CH:5]=[CH:6][CH:7]=1, predict the reactants needed to synthesize it. The reactants are: [CH2:1]([N:8]1[C:16]2[C:11](=[CH:12][C:13]([NH2:17])=[CH:14][CH:15]=2)[CH:10]=[N:9]1)[C:2]1[CH:7]=[CH:6][CH:5]=[CH:4][CH:3]=1.[Cl:18][C:19]1[C:20]2[CH:28]=[C:27]([Cl:29])[N:26]=[CH:25][C:21]=2[N:22]=[CH:23][N:24]=1. (2) The reactants are: [CH3:1][C:2]1[CH:3]=[C:4]2[C:9](=[CH:10][CH:11]=1)[NH:8][CH2:7][CH2:6][CH2:5]2.[F:12][C:13]([F:30])([F:29])[CH:14]1[CH2:16][N:15]1[S:17]([C:20]1[C:25]([CH3:26])=[CH:24][C:23]([CH3:27])=[CH:22][C:21]=1[CH3:28])(=[O:19])=[O:18]. Given the product [CH3:28][C:21]1[CH:22]=[C:23]([CH3:27])[CH:24]=[C:25]([CH3:26])[C:20]=1[S:17]([NH:15][CH:14]([CH2:16][N:8]1[C:9]2[C:4](=[CH:3][C:2]([CH3:1])=[CH:11][CH:10]=2)[CH2:5][CH2:6][CH2:7]1)[C:13]([F:30])([F:12])[F:29])(=[O:18])=[O:19], predict the reactants needed to synthesize it. (3) Given the product [F:26][C:25]([F:28])([F:27])[CH2:24][O:23][C:17]1[CH:16]=[CH:15][C:14]([O:4][CH2:3][C:2]([F:6])([F:5])[F:1])=[CH:22][C:18]=1[C:19]([OH:21])=[O:20], predict the reactants needed to synthesize it. The reactants are: [F:1][C:2]([F:6])([F:5])[CH2:3][OH:4].CC(C)([O-])C.[Na+].Br[C:14]1[CH:15]=[CH:16][C:17]([O:23][CH2:24][C:25]([F:28])([F:27])[F:26])=[C:18]([CH:22]=1)[C:19]([OH:21])=[O:20].Cl.